From a dataset of Catalyst prediction with 721,799 reactions and 888 catalyst types from USPTO. Predict which catalyst facilitates the given reaction. (1) Reactant: C([N-][CH:5]([CH3:7])[CH3:6])(C)C.[Li+].[O:9]1[CH2:13][CH2:12][CH2:11][CH2:10]1.C(C1C=CC=CC=1)C.CCCCCCC.[C:29]([O:34][CH3:35])(=[O:33])C(C)C.BrCCCC[O:41]CC1C=CC=CC=1.CN(C)P(=O)(N(C)C)N(C)C. Product: [CH3:35][O:34][C:29](=[O:33])[C:5]([CH3:6])([CH3:7])[CH2:10][CH2:11][CH2:12][C:13]([OH:9])=[O:41]. The catalyst class is: 7. (2) Reactant: O=S(Cl)Cl.[Br:5][C:6]1[S:13][C:12]2[C:11]([I:14])=[C:10]([C:15]([OH:17])=O)[N:9]([CH2:18][C:19]3[CH:24]=[CH:23][CH:22]=[C:21]([Cl:25])[CH:20]=3)[C:8]=2[CH:7]=1.[CH3:26][O:27][CH2:28][CH2:29][NH2:30]. Product: [CH3:26][O:27][CH2:28][CH2:29][NH:30][C:15]([C:10]1[N:9]([CH2:18][C:19]2[CH:24]=[CH:23][CH:22]=[C:21]([Cl:25])[CH:20]=2)[C:8]2[CH:7]=[C:6]([Br:5])[S:13][C:12]=2[C:11]=1[I:14])=[O:17]. The catalyst class is: 390. (3) Reactant: C(O[C:4](=O)[C:5]1[CH:10]=[CH:9][CH:8]=[C:7](OCCN2CCOCC2)[CH:6]=1)C.[NH2:21][C:22]1[N:26]([C:27]2[CH:28]=[C:29]([CH:36]=[CH:37][C:38]=2[CH3:39])[C:30]([NH:32][CH:33]2[CH2:35][CH2:34]2)=[O:31])[N:25]=[CH:24][C:23]=1[C:40](=[O:49])C1C=CC=C(CO)C=1.C(N(C(C)C)CC)(C)C. The catalyst class is: 8. Product: [NH2:21][C:22]1[N:26]([C:27]2[CH:28]=[C:29]([CH:36]=[CH:37][C:38]=2[CH3:39])[C:30]([NH:32][CH:33]2[CH2:35][CH2:34]2)=[O:31])[N:25]=[CH:24][C:23]=1[C:40](=[O:49])[C:8]1[CH:9]=[CH:10][C:5]([CH3:4])=[CH:6][CH:7]=1. (4) Reactant: [NH2:1][C:2]1[C:3]([C:8]([F:17])([F:16])[C:9]([F:15])([F:14])[C:10]([F:13])([F:12])[F:11])=[N:4][NH:5][C:6]=1[CH3:7].C([O-])([O-])=O.[K+].[K+].Cl[CH2:25][C:26]([N:28]1[CH2:33][CH2:32][N:31]([C:34]2[CH:39]=[CH:38][C:37]([F:40])=[CH:36][CH:35]=2)[CH2:30][CH2:29]1)=[O:27].CN(C=O)C. Product: [NH2:1][C:2]1[C:3]([C:8]([F:17])([F:16])[C:9]([F:14])([F:15])[C:10]([F:11])([F:12])[F:13])=[N:4][N:5]([CH2:25][C:26]([N:28]2[CH2:29][CH2:30][N:31]([C:34]3[CH:39]=[CH:38][C:37]([F:40])=[CH:36][CH:35]=3)[CH2:32][CH2:33]2)=[O:27])[C:6]=1[CH3:7]. The catalyst class is: 195. (5) Reactant: [C:1]([NH:4][C:5]1[C:12]([Cl:13])=[CH:11][C:8]([C:9]#[N:10])=[CH:7][C:6]=1[Cl:14])(=[O:3])[CH3:2].[H-].[Al+3].[Li+].[H-].[H-].[H-].O.O.O.O.O.O.O.O.O.O.S([O-])([O-])(=O)=O.[Na+].[Na+]. Product: [C:1]([NH:4][C:5]1[C:6]([Cl:14])=[CH:7][C:8]([CH2:9][NH2:10])=[CH:11][C:12]=1[Cl:13])(=[O:3])[CH3:2]. The catalyst class is: 1. (6) Reactant: [N:1]12[CH2:8][CH2:7][CH:4]([CH2:5][CH2:6]1)[CH:3]([O:9][C:10](=[O:22])[NH:11][C:12]([C:15]1[CH:20]=[CH:19][CH:18]=[C:17](Br)[CH:16]=1)([CH3:14])[CH3:13])[CH2:2]2.[CH3:23][CH:24]([CH3:29])[CH2:25]B(O)O. Product: [CH3:23][CH:24]([CH3:29])[CH2:25][C:17]1[CH:16]=[C:15]([C:12]([NH:11][C:10](=[O:22])[O:9][CH:3]2[CH:4]3[CH2:7][CH2:8][N:1]([CH2:6][CH2:5]3)[CH2:2]2)([CH3:14])[CH3:13])[CH:20]=[CH:19][CH:18]=1. The catalyst class is: 167.